This data is from Catalyst prediction with 721,799 reactions and 888 catalyst types from USPTO. The task is: Predict which catalyst facilitates the given reaction. (1) Reactant: [Cl:1][C:2]1[C:3]([NH:15][CH:16]2[CH2:21][CH2:20][N:19]([CH3:22])[CH2:18][CH2:17]2)=[CH:4][C:5]([NH:8]C(=O)C(C)(C)C)=[N:6][CH:7]=1.C([O-])([O-])=O.[Na+].[Na+]. Product: [Cl:1][C:2]1[C:3]([NH:15][CH:16]2[CH2:21][CH2:20][N:19]([CH3:22])[CH2:18][CH2:17]2)=[CH:4][C:5]([NH2:8])=[N:6][CH:7]=1. The catalyst class is: 33. (2) Reactant: [OH-].[Na+].C(OC([N:10]1[CH2:15][CH2:14][N:13]([C:16]([O:18][C:19]([CH3:22])([CH3:21])[CH3:20])=[O:17])[CH2:12][CH:11]1[CH2:23][OH:24])=O)(C)(C)C. Product: [C:19]([O:18][C:16]([N:13]1[CH2:14][CH2:15][NH:10][CH:11]([CH2:23][OH:24])[CH2:12]1)=[O:17])([CH3:22])([CH3:21])[CH3:20]. The catalyst class is: 8. (3) Reactant: [N+:1]([C:4]1[CH:5]=[C:6]([CH:9]=[CH:10][CH:11]=1)[CH2:7]Br)([O-:3])=[O:2].C(=O)([O-])[O-].[K+].[K+].Cl.[CH2:19]([O:21][C:22](=[O:32])[C@H:23]([CH2:25][C:26]1[CH:31]=[CH:30][CH:29]=[CH:28][CH:27]=1)[NH2:24])[CH3:20]. Product: [CH2:19]([O:21][C:22](=[O:32])[C@@H:23]([NH:24][CH2:7][C:6]1[CH:9]=[CH:10][CH:11]=[C:4]([N+:1]([O-:3])=[O:2])[CH:5]=1)[CH2:25][C:26]1[CH:31]=[CH:30][CH:29]=[CH:28][CH:27]=1)[CH3:20]. The catalyst class is: 3.